From a dataset of hERG Central: cardiac toxicity at 1µM, 10µM, and general inhibition. Predict hERG channel inhibition at various concentrations. (1) The molecule is COc1ccc(-c2cc(=O)oc3cc(OC(C)C(=O)NCCCn4ccnc4)ccc23)cc1. Results: hERG_inhib (hERG inhibition (general)): blocker. (2) The molecule is Cc1ccc(Cl)cc1N1CCN(CC(O)COC(C)C)CC1.Cl. Results: hERG_inhib (hERG inhibition (general)): blocker.